From a dataset of Experimentally validated miRNA-target interactions with 360,000+ pairs, plus equal number of negative samples. Binary Classification. Given a miRNA mature sequence and a target amino acid sequence, predict their likelihood of interaction. (1) The miRNA is hsa-miR-221-3p with sequence AGCUACAUUGUCUGCUGGGUUUC. The protein sequence of the target gene is MAVRQALGRGLQLGRALLLRFTGKPGRAYGLGRPGPAAGCVRGERPGWAAGPGAEPRRVGLGLPNRLRFFRQSVAGLAARLQRQFVVRAWGCAGPCGRAVFLAFGLGLGLIEEKQAESRRAVSACQEIQAIFTQKSKPGPDPLDTRRLQGFRLEEYLIGQSIGKGCSAAVYEATMPTLPQNLEVTKSTGLLPGRGPGTSAPGEGQERAPGAPAFPLAIKMMWNISAGSSSEAILNTMSQELVPASRVALAGEYGAVTYRKSKRGPKQLAPHPNIIRVLRAFTSSVPLLPGALVDYPDVLP.... Result: 0 (no interaction). (2) The miRNA is mmu-miR-324-5p with sequence CGCAUCCCCUAGGGCAUUGGUGU. Result: 0 (no interaction). The protein sequence of the target gene is MRIFIAFEGSFEPFDVSADETVEVVKLMIKDYFHIPLSEDKQGRRYLELMYAGAALKDSWSLADVGISFCSTLKCFVKEEDKPTLYVFNAVTQDTMPVMESISLLDKTVSDLRTLVTLRCGLPVSVYCLRTPRGLEMYDCNTLKDYQTDIGTTLRLDVWDGWKEFLMGCLLGQKLKVQRYLSKEGPVLKYQKRVALYIAAFCGYIELTEWALKQGARPHEAVGVHPYRAWCHEALHADVSKCPIHAAAEAGQLLILKAFVNYSVLCLECKNAAGQTPLTIVFKHKHKDCVLYLLSKMWST....